The task is: Regression. Given two drug SMILES strings and cell line genomic features, predict the synergy score measuring deviation from expected non-interaction effect.. This data is from NCI-60 drug combinations with 297,098 pairs across 59 cell lines. (1) Drug 1: C1=NC2=C(N=C(N=C2N1C3C(C(C(O3)CO)O)F)Cl)N. Drug 2: C(CC(=O)O)C(=O)CN.Cl. Cell line: SR. Synergy scores: CSS=9.21, Synergy_ZIP=-1.46, Synergy_Bliss=0.0775, Synergy_Loewe=1.61, Synergy_HSA=-0.990. (2) Drug 1: CS(=O)(=O)CCNCC1=CC=C(O1)C2=CC3=C(C=C2)N=CN=C3NC4=CC(=C(C=C4)OCC5=CC(=CC=C5)F)Cl. Drug 2: B(C(CC(C)C)NC(=O)C(CC1=CC=CC=C1)NC(=O)C2=NC=CN=C2)(O)O. Cell line: MCF7. Synergy scores: CSS=34.0, Synergy_ZIP=-9.96, Synergy_Bliss=-2.54, Synergy_Loewe=-10.7, Synergy_HSA=0.0831. (3) Drug 1: CC1=C2C(C(=O)C3(C(CC4C(C3C(C(C2(C)C)(CC1OC(=O)C(C(C5=CC=CC=C5)NC(=O)C6=CC=CC=C6)O)O)OC(=O)C7=CC=CC=C7)(CO4)OC(=O)C)O)C)OC(=O)C. Drug 2: C#CCC(CC1=CN=C2C(=N1)C(=NC(=N2)N)N)C3=CC=C(C=C3)C(=O)NC(CCC(=O)O)C(=O)O. Cell line: SK-MEL-5. Synergy scores: CSS=39.7, Synergy_ZIP=1.36, Synergy_Bliss=-1.23, Synergy_Loewe=-34.2, Synergy_HSA=-0.956.